From a dataset of Forward reaction prediction with 1.9M reactions from USPTO patents (1976-2016). Predict the product of the given reaction. (1) The product is: [Cl:22][CH2:23][C:24]([NH:12][C:11]1[CH:10]=[CH:9][C:8]([O:1][C:2]2[CH:3]=[CH:4][CH:5]=[CH:6][CH:7]=2)=[CH:14][CH:13]=1)=[O:25]. Given the reactants [O:1]([C:8]1[CH:14]=[CH:13][C:11]([NH2:12])=[CH:10][CH:9]=1)[C:2]1[CH:7]=[CH:6][CH:5]=[CH:4][CH:3]=1.C(N(CC)CC)C.[Cl:22][CH2:23][C:24](Cl)=[O:25], predict the reaction product. (2) Given the reactants [NH2:1][C:2]1[N:7]=[CH:6][N:5]=[C:4]2[N:8]([CH:12]([C:14]3[C:15]([O:33][CH2:34][CH3:35])=[C:16]([C:22]4[CH:23]=[CH:24][C:25]([C:28]([N:30]([CH3:32])[CH3:31])=[O:29])=[N:26][CH:27]=4)[C:17]([CH3:21])=[C:18]([Cl:20])[CH:19]=3)[CH3:13])[N:9]=[C:10](I)[C:3]=12.[Cu](C#N)[C:37]#[N:38], predict the reaction product. The product is: [NH2:1][C:2]1[N:7]=[CH:6][N:5]=[C:4]2[N:8]([CH:12]([C:14]3[C:15]([O:33][CH2:34][CH3:35])=[C:16]([C:22]4[CH:23]=[CH:24][C:25]([C:28]([N:30]([CH3:32])[CH3:31])=[O:29])=[N:26][CH:27]=4)[C:17]([CH3:21])=[C:18]([Cl:20])[CH:19]=3)[CH3:13])[N:9]=[C:10]([C:37]#[N:38])[C:3]=12. (3) Given the reactants [O:1]1CCCO[CH:2]1[C:7]1[CH:12]=[CH:11][C:10]([C:13]2[S:14][C:15]3[C:20]([N:21]=2)=[CH:19][CH:18]=[C:17]([C:22]2([CH:25]4[CH2:28][CH2:27][CH2:26]4)[CH2:24][CH2:23]2)[N:16]=3)=[C:9]([F:29])[CH:8]=1.Cl.[OH-].[Na+], predict the reaction product. The product is: [CH:25]1([C:22]2([C:17]3[N:16]=[C:15]4[S:14][C:13]([C:10]5[CH:11]=[CH:12][C:7]([CH:2]=[O:1])=[CH:8][C:9]=5[F:29])=[N:21][C:20]4=[CH:19][CH:18]=3)[CH2:24][CH2:23]2)[CH2:26][CH2:27][CH2:28]1. (4) Given the reactants C(OC(=O)[NH:7][C:8]1[CH:13]=[C:12]([CH2:14][CH2:15][CH3:16])C(C(F)(F)F)=[CH:10][C:9]=1[NH:21][C:22](=[O:39])[CH2:23][C:24]([C:26]1[CH:31]=[CH:30][CH:29]=[C:28]([C:32]2[CH:37]=[CH:36][N:35]=[C:34]([CH3:38])[CH:33]=2)[CH:27]=1)=O)(C)(C)C.[C:41](O)([C:43]([F:46])([F:45])[F:44])=O, predict the reaction product. The product is: [CH3:38][C:34]1[CH:33]=[C:32]([C:28]2[CH:27]=[C:26]([C:24]3[CH2:23][C:22](=[O:39])[NH:21][C:9]4[CH:10]=[C:41]([C:43]([F:46])([F:45])[F:44])[C:12]([CH2:14][CH2:15][CH3:16])=[CH:13][C:8]=4[N:7]=3)[CH:31]=[CH:30][CH:29]=2)[CH:37]=[CH:36][N:35]=1. (5) The product is: [F:14][C:13]1[CH:12]=[CH:11][C:10]([NH2:15])=[CH:9][C:8]=1[C:6]1[CH:5]=[CH:4][N:3]=[CH:2][N:7]=1. Given the reactants Cl[C:2]1[N:7]=[C:6]([C:8]2[CH:9]=[C:10]([NH2:15])[CH:11]=[CH:12][C:13]=2[F:14])[CH:5]=[CH:4][N:3]=1.C(N(CC)CC)C.[H][H], predict the reaction product. (6) Given the reactants CS(O[CH2:6][CH2:7][O:8][C:9]1[CH:14]=[CH:13][C:12]([CH2:15][N:16]([C:31]([O:33][C:34]([CH3:37])([CH3:36])[CH3:35])=[O:32])[CH2:17][C@H:18]([OH:30])[C:19]2[C:27]3[S:26][C:25](=[O:28])[NH:24][C:23]=3[C:22]([OH:29])=[CH:21][CH:20]=2)=[CH:11][CH:10]=1)(=O)=O.FC(F)(F)C(O)=O.[CH3:45][C:46]1[S:50][C:49]([C:51]([N:53]2[CH2:58][C:57]3([CH2:63][CH2:62][NH:61][CH2:60][CH2:59]3)[O:56][CH2:55][CH2:54]2)=[O:52])=[CH:48][CH:47]=1.C(N(CC)CC)C, predict the reaction product. The product is: [OH:30][C@H:18]([C:19]1[C:27]2[S:26][C:25](=[O:28])[NH:24][C:23]=2[C:22]([OH:29])=[CH:21][CH:20]=1)[CH2:17][N:16]([CH2:15][C:12]1[CH:11]=[CH:10][C:9]([O:8][CH2:7][CH2:6][N:61]2[CH2:62][CH2:63][C:57]3([O:56][CH2:55][CH2:54][N:53]([C:51]([C:49]4[S:50][C:46]([CH3:45])=[CH:47][CH:48]=4)=[O:52])[CH2:58]3)[CH2:59][CH2:60]2)=[CH:14][CH:13]=1)[C:31](=[O:32])[O:33][C:34]([CH3:37])([CH3:35])[CH3:36]. (7) Given the reactants [Cl:1][C:2]1[CH:7]=[CH:6][C:5]([OH:8])=[CH:4][C:3]=1[NH:9][C@@H:10]([C:12]1[CH:17]=[CH:16][C:15]([Cl:18])=[CH:14][C:13]=1[Cl:19])[CH3:11].C(N(CC)CC)C.[F:27][C:28]([F:41])([F:40])[S:29](O[S:29]([C:28]([F:41])([F:40])[F:27])(=[O:31])=[O:30])(=[O:31])=[O:30], predict the reaction product. The product is: [F:27][C:28]([F:41])([F:40])[S:29]([O:8][C:5]1[CH:6]=[CH:7][C:2]([Cl:1])=[C:3]([NH:9][C@@H:10]([C:12]2[CH:17]=[CH:16][C:15]([Cl:18])=[CH:14][C:13]=2[Cl:19])[CH3:11])[CH:4]=1)(=[O:31])=[O:30]. (8) Given the reactants CC(OI1(OC(C)=O)(OC(C)=O)OC(=O)C2C=CC=CC1=2)=O.[CH:23]1([CH2:29][C@H:30]([NH:52][C:53]([C:55]2[O:56][CH:57]=[CH:58][CH:59]=2)=[O:54])[C:31](=[O:51])[NH:32][C@H:33]2[CH2:39][CH2:38][C@@H:37]([CH3:40])[N:36]([S:41]([C:44]3[CH:49]=[CH:48][CH:47]=[CH:46][N:45]=3)(=[O:43])=[O:42])[CH2:35][C@@H:34]2[OH:50])[CH2:28][CH2:27][CH2:26][CH2:25][CH2:24]1, predict the reaction product. The product is: [CH:23]1([CH2:29][C@H:30]([NH:52][C:53]([C:55]2[O:56][CH:57]=[CH:58][CH:59]=2)=[O:54])[C:31](=[O:51])[NH:32][C@H:33]2[CH2:39][CH2:38][C@@H:37]([CH3:40])[N:36]([S:41]([C:44]3[CH:49]=[CH:48][CH:47]=[CH:46][N:45]=3)(=[O:43])=[O:42])[CH2:35][C:34]2=[O:50])[CH2:28][CH2:27][CH2:26][CH2:25][CH2:24]1.